This data is from Full USPTO retrosynthesis dataset with 1.9M reactions from patents (1976-2016). The task is: Predict the reactants needed to synthesize the given product. Given the product [NH2:17][C:15]1[S:16][C:6]([C:5]2[CH:9]=[CH:10][C:11]([F:12])=[C:3]([CH:4]=2)[C:1]#[N:2])=[N:13][N:14]=1, predict the reactants needed to synthesize it. The reactants are: [C:1]([C:3]1[CH:4]=[C:5]([CH:9]=[CH:10][C:11]=1[F:12])[C:6](O)=O)#[N:2].[NH2:13][NH:14][C:15]([NH2:17])=[S:16].O=P(Cl)(Cl)Cl.[OH-].[Na+].